This data is from Full USPTO retrosynthesis dataset with 1.9M reactions from patents (1976-2016). The task is: Predict the reactants needed to synthesize the given product. (1) Given the product [CH:13]1([CH2:12][O:11][C:5]2[CH:4]=[C:3]([CH2:2][C:16]#[N:17])[CH:8]=[CH:7][C:6]=2[O:9][CH3:10])[CH2:15][CH2:14]1, predict the reactants needed to synthesize it. The reactants are: Cl[CH2:2][C:3]1[CH:8]=[CH:7][C:6]([O:9][CH3:10])=[C:5]([O:11][CH2:12][CH:13]2[CH2:15][CH2:14]2)[CH:4]=1.[C-:16]#[N:17].[K+]. (2) Given the product [F:20][C:21]1[CH:26]=[CH:25][C:24]([CH2:27][NH:28][C:16]([C:3]2[N:4]=[C:5]([C:12]([O:14][CH3:15])=[O:13])[C:6]3[CH:7]=[CH:8][CH:9]=[N:10][C:11]=3[C:2]=2[OH:1])=[O:18])=[C:23]([S:29][CH3:30])[CH:22]=1, predict the reactants needed to synthesize it. The reactants are: [OH:1][C:2]1[C:11]2[N:10]=[CH:9][CH:8]=[CH:7][C:6]=2[C:5]([C:12]([O:14][CH3:15])=[O:13])=[N:4][C:3]=1[C:16]([O:18]C)=O.[F:20][C:21]1[CH:26]=[CH:25][C:24]([CH2:27][NH2:28])=[C:23]([S:29][CH3:30])[CH:22]=1.CN(C=O)C. (3) Given the product [CH3:16][O:15][C:12]1[CH:13]=[CH:14][C:9]([NH:8][C:4]2[N:5]=[CH:6][N:7]=[C:2]([N:18]([CH3:17])[CH2:19][CH2:20][OH:21])[CH:3]=2)=[CH:10][CH:11]=1, predict the reactants needed to synthesize it. The reactants are: Cl[C:2]1[N:7]=[CH:6][N:5]=[C:4]([NH:8][C:9]2[CH:14]=[CH:13][C:12]([O:15][CH3:16])=[CH:11][CH:10]=2)[CH:3]=1.[CH3:17][NH:18][CH2:19][CH2:20][OH:21].CCN(C(C)C)C(C)C. (4) The reactants are: O=[C:2]([CH3:22])[CH2:3][C:4]1([C:17](OCC)=[O:18])[CH2:9][CH2:8][N:7]([C:10]([O:12][C:13]([CH3:16])([CH3:15])[CH3:14])=[O:11])[CH2:6][CH2:5]1.S([O-])([O-])(=O)=O.[Mg+2].C([O-])(=O)C.[NH4+].C([BH3-])#[N:35].[Na+]. Given the product [CH3:22][CH:2]1[CH2:3][C:4]2([CH2:9][CH2:8][N:7]([C:10]([O:12][C:13]([CH3:16])([CH3:15])[CH3:14])=[O:11])[CH2:6][CH2:5]2)[C:17](=[O:18])[NH:35]1, predict the reactants needed to synthesize it. (5) Given the product [Br:1][C:2]1[C:8]([CH3:9])=[CH:7][C:5]([NH:6][C:23]([NH:22][C:13]2[CH:14]=[C:15]([C:18]([F:19])([F:21])[F:20])[CH:16]=[CH:17][C:12]=2[F:11])=[O:24])=[C:4]([F:10])[CH:3]=1, predict the reactants needed to synthesize it. The reactants are: [Br:1][C:2]1[C:8]([CH3:9])=[CH:7][C:5]([NH2:6])=[C:4]([F:10])[CH:3]=1.[F:11][C:12]1[CH:17]=[CH:16][C:15]([C:18]([F:21])([F:20])[F:19])=[CH:14][C:13]=1[N:22]=[C:23]=[O:24].CCOCC.